This data is from Forward reaction prediction with 1.9M reactions from USPTO patents (1976-2016). The task is: Predict the product of the given reaction. (1) Given the reactants [CH3:1][C:2]1([CH3:32])[O:7][C:6]2[CH:8]=[CH:9][C:10]([NH:12][CH2:13][C:14]3[CH:19]=[CH:18][C:17]([C:20]#[C:21][C:22]4[CH:27]=[CH:26][C:25]([CH2:28][CH2:29][CH3:30])=[CH:24][CH:23]=4)=[CH:16][CH:15]=3)=[CH:11][C:5]=2[C:4](=[O:31])[O:3]1.[CH:33](=O)[CH2:34][CH2:35][CH2:36][CH2:37][CH3:38], predict the reaction product. The product is: [CH2:33]([N:12]([CH2:13][C:14]1[CH:19]=[CH:18][C:17]([C:20]#[C:21][C:22]2[CH:23]=[CH:24][C:25]([CH2:28][CH2:29][CH3:30])=[CH:26][CH:27]=2)=[CH:16][CH:15]=1)[C:10]1[CH:9]=[CH:8][C:6]2[O:7][C:2]([CH3:1])([CH3:32])[O:3][C:4](=[O:31])[C:5]=2[CH:11]=1)[CH2:34][CH2:35][CH2:36][CH2:37][CH3:38]. (2) Given the reactants Br.[CH:2]1([C:5]2[CH:6]=[CH:7][C:8]([CH:13]([C:21]3[CH:26]=[CH:25][C:24]([Cl:27])=[C:23]([Cl:28])[CH:22]=3)[CH2:14][C@@H:15]3[NH:19][C:18](=[O:20])[CH2:17][CH2:16]3)=[N:9][C:10]=2[O:11]C)[CH2:4][CH2:3]1.O, predict the reaction product. The product is: [CH:2]1([C:5]2[C:10](=[O:11])[NH:9][C:8]([C@H:13]([C:21]3[CH:26]=[CH:25][C:24]([Cl:27])=[C:23]([Cl:28])[CH:22]=3)[CH2:14][C@H:15]3[CH2:16][CH2:17][C:18](=[O:20])[NH:19]3)=[CH:7][CH:6]=2)[CH2:4][CH2:3]1. (3) Given the reactants [OH:1][CH2:2][CH2:3][NH:4][C:5](=[O:8])[CH:6]=[CH2:7].[CH3:9][N:10]([CH3:15])[C:11](=[O:14])[CH:12]=[CH2:13].C(O)(CC)(C)C.N(C(C1NCCN=1)(C)C)=NC(C1NCCN=1)(C)C, predict the reaction product. The product is: [OH:1][CH2:2][CH2:3][NH:4][C:5](=[O:8])[CH:6]=[CH2:7].[CH3:9][N:10]([CH3:15])[C:11](=[O:14])[CH:12]=[CH2:13].